This data is from Forward reaction prediction with 1.9M reactions from USPTO patents (1976-2016). The task is: Predict the product of the given reaction. (1) Given the reactants [CH3:1][O:2][CH2:3][CH2:4][N:5]1[CH2:10][CH2:9][NH:8][CH2:7][CH2:6]1.[N:11]1[C:19]2[C:14](=[N:15][CH:16]=[CH:17][CH:18]=2)[S:13][C:12]=1[C:20]1[CH:25]=[CH:24][CH:23]=[CH:22][C:21]=1[NH:26][C:27]([C:29]1[CH:34]=[C:33]([O:35][CH2:36][CH2:37]Br)[CH:32]=[C:31]([C:39]2[CH:44]=[CH:43][CH:42]=[CH:41][CH:40]=2)[N:30]=1)=[O:28].[ClH:45], predict the reaction product. The product is: [ClH:45].[N:11]1[C:19]2[C:14](=[N:15][CH:16]=[CH:17][CH:18]=2)[S:13][C:12]=1[C:20]1[CH:25]=[CH:24][CH:23]=[CH:22][C:21]=1[NH:26][C:27]([C:29]1[CH:34]=[C:33]([O:35][CH2:36][CH2:37][N:8]2[CH2:9][CH2:10][N:5]([CH2:4][CH2:3][O:2][CH3:1])[CH2:6][CH2:7]2)[CH:32]=[C:31]([C:39]2[CH:44]=[CH:43][CH:42]=[CH:41][CH:40]=2)[N:30]=1)=[O:28]. (2) Given the reactants [C:1]([N:5]([CH2:10][CH2:11][C:12](=[O:19])[C:13]1[CH:18]=[CH:17][CH:16]=[CH:15][CH:14]=1)[C:6](=[O:9])[O:7][CH3:8])([CH3:4])([CH3:3])[CH3:2].[Br-].[CH2:21]1[CH2:25]OC[CH2:22]1, predict the reaction product. The product is: [C:1]([N:5]([CH2:10][CH2:11][C:12]([OH:19])([C:13]1[CH:18]=[CH:17][CH:16]=[CH:15][CH:14]=1)[CH2:25][CH:21]=[CH2:22])[C:6](=[O:9])[O:7][CH3:8])([CH3:4])([CH3:2])[CH3:3]. (3) Given the reactants [C:1]([NH:9][C:10]1[CH:22]=[C:21](Br)[CH:20]=[CH:19][C:11]=1[C:12]([O:14][C:15]([CH3:18])([CH3:17])[CH3:16])=[O:13])(=[O:8])[C:2]1[CH:7]=[CH:6][CH:5]=[CH:4][CH:3]=1.[CH3:24][O:25][C:26]1[CH:27]=[C:28]([OH:32])[CH:29]=[CH:30][CH:31]=1.P([O-])([O-])([O-])=O.[K+].[K+].[K+].C(O)(=O)CC(CC(O)=O)(C(O)=O)O, predict the reaction product. The product is: [C:1]([NH:9][C:10]1[CH:22]=[C:21]([O:32][C:28]2[CH:29]=[CH:30][CH:31]=[C:26]([O:25][CH3:24])[CH:27]=2)[CH:20]=[CH:19][C:11]=1[C:12]([O:14][C:15]([CH3:18])([CH3:17])[CH3:16])=[O:13])(=[O:8])[C:2]1[CH:7]=[CH:6][CH:5]=[CH:4][CH:3]=1.